From a dataset of Catalyst prediction with 721,799 reactions and 888 catalyst types from USPTO. Predict which catalyst facilitates the given reaction. (1) Reactant: C([SiH](CC)CC)C.FC(F)(F)C(O)=O.[Cl:15][C:16]1[CH:17]=[CH:18][C:19]2[N:20]([N:22]=[C:23]([C:37]3[CH:42]=[CH:41][CH:40]=[CH:39][CH:38]=3)[C:24]=2[CH:25](O)[C:26]2[N:31]=[C:30]([C:32]([O:34][CH3:35])=[O:33])[CH:29]=[CH:28][CH:27]=2)[CH:21]=1.C(=O)(O)[O-].[Na+]. Product: [Cl:15][C:16]1[CH:17]=[CH:18][C:19]2[N:20]([N:22]=[C:23]([C:37]3[CH:38]=[CH:39][CH:40]=[CH:41][CH:42]=3)[C:24]=2[CH2:25][C:26]2[N:31]=[C:30]([C:32]([O:34][CH3:35])=[O:33])[CH:29]=[CH:28][CH:27]=2)[CH:21]=1. The catalyst class is: 4. (2) The catalyst class is: 42. Product: [Cl:8][C:5]1[CH:6]=[CH:7][C:2]([NH:1][C:23]([NH:22][C:16]2[CH:17]=[CH:18][CH:19]=[C:20]([Cl:21])[C:15]=2[Cl:14])=[O:24])=[C:3]([OH:13])[C:4]=1[S:9]([NH2:12])(=[O:11])=[O:10]. Reactant: [NH2:1][C:2]1[C:3]([OH:13])=[C:4]([S:9]([NH2:12])(=[O:11])=[O:10])[C:5]([Cl:8])=[CH:6][CH:7]=1.[Cl:14][C:15]1[C:20]([Cl:21])=[CH:19][CH:18]=[CH:17][C:16]=1[N:22]=[C:23]=[O:24].